Dataset: Full USPTO retrosynthesis dataset with 1.9M reactions from patents (1976-2016). Task: Predict the reactants needed to synthesize the given product. Given the product [C:4]([O:8][CH:9]([O:27][C:28]1[CH:29]=[C:30]([CH:31]=[C:32]([O:53][CH2:54][CH2:55][CH2:56][CH2:57][CH2:58][CH2:59][CH2:60][CH2:61][CH2:62][CH2:63][CH2:64][CH2:65][CH2:66][CH2:67][CH2:68][CH2:69][CH2:70][CH3:71])[C:33]=1[O:34][CH2:35][CH2:36][CH2:37][CH2:38][CH2:39][CH2:40][CH2:41][CH2:42][CH2:43][CH2:44][CH2:45][CH2:46][CH2:47][CH2:48][CH2:49][CH2:50][CH2:51][CH3:52])[NH2:72])[CH2:10][CH2:11][CH2:12][CH2:13][CH2:14][CH2:15][CH2:16][CH2:17][CH2:18][CH2:19][CH2:20][CH2:21][CH2:22][CH2:23][CH2:24][CH2:25][CH3:26])(=[O:7])[CH:5]=[CH2:6], predict the reactants needed to synthesize it. The reactants are: O.NN.[C:4]([O:8][CH:9]([O:27][C:28]1[CH:29]=[C:30]([N+:72]([O-])=O)[CH:31]=[C:32]([O:53][CH2:54][CH2:55][CH2:56][CH2:57][CH2:58][CH2:59][CH2:60][CH2:61][CH2:62][CH2:63][CH2:64][CH2:65][CH2:66][CH2:67][CH2:68][CH2:69][CH2:70][CH3:71])[C:33]=1[O:34][CH2:35][CH2:36][CH2:37][CH2:38][CH2:39][CH2:40][CH2:41][CH2:42][CH2:43][CH2:44][CH2:45][CH2:46][CH2:47][CH2:48][CH2:49][CH2:50][CH2:51][CH3:52])[CH2:10][CH2:11][CH2:12][CH2:13][CH2:14][CH2:15][CH2:16][CH2:17][CH2:18][CH2:19][CH2:20][CH2:21][CH2:22][CH2:23][CH2:24][CH2:25][CH3:26])(=[O:7])[CH:5]=[CH2:6].